From a dataset of Catalyst prediction with 721,799 reactions and 888 catalyst types from USPTO. Predict which catalyst facilitates the given reaction. (1) Reactant: C1(P(C2C=CC=CC=2)C2C=CC=CC=2)C=CC=CC=1.CCOC(/N=N/C(OCC)=O)=O.[S:32]1C=C[CH:34]=[C:33]1CC(O)=O.[CH3:41][O:42][C:43](=[O:66])[C@H:44]([CH2:62][CH:63]([CH3:65])[CH3:64])[NH:45][C:46](=[O:61])[C:47]1[CH:52]=[CH:51][C:50]([CH2:53][OH:54])=[CH:49][C:48]=1[C:55]1[CH:60]=[CH:59][CH:58]=[CH:57][CH:56]=1.C([O-])([O-])=O.[K+].[K+]. Product: [CH3:41][O:42][C:43](=[O:66])[C@H:44]([CH2:62][CH:63]([CH3:64])[CH3:65])[NH:45][C:46](=[O:61])[C:47]1[CH:52]=[CH:51][C:50]([CH2:53][O:54][C:33](=[S:32])[CH3:34])=[CH:49][C:48]=1[C:55]1[CH:60]=[CH:59][CH:58]=[CH:57][CH:56]=1. The catalyst class is: 1. (2) Reactant: C[N:2]([CH3:6])[C:3]([NH2:5])=[S:4].C1(C)C=CC=CC=1.[C:14](=O)([O-])[O-].[Na+].[Na+].Cl[C:21]([O:23][CH3:24])=[O:22]. Product: [CH3:6][N:2]([C:3](=[S:4])[NH:5][CH3:14])[C:21](=[O:22])[O:23][CH3:24]. The catalyst class is: 6.